Dataset: Forward reaction prediction with 1.9M reactions from USPTO patents (1976-2016). Task: Predict the product of the given reaction. (1) The product is: [F:1][C:2]1[CH:7]=[C:6]([F:8])[CH:5]=[CH:4][C:3]=1[NH:9][S:19]([CH2:16][CH2:17][CH3:18])(=[O:21])=[O:20]. Given the reactants [F:1][C:2]1[CH:7]=[C:6]([F:8])[CH:5]=[CH:4][C:3]=1[NH2:9].N1C=CC=CC=1.[CH2:16]([S:19](Cl)(=[O:21])=[O:20])[CH2:17][CH3:18].O, predict the reaction product. (2) Given the reactants Cl/[CH:2]=[CH:3]\[C:4]#[C:5][CH2:6][CH2:7][CH2:8][CH3:9].[CH3:10][Si:11]([C:14]#[CH:15])([CH3:13])[CH3:12], predict the reaction product. The product is: [CH3:10][Si:11]([CH3:13])([CH3:12])[C:14]#[C:15][CH:2]=[CH:3][C:4]#[C:5][CH2:6][CH2:7][CH2:8][CH3:9]. (3) Given the reactants [I:1][C:2]1[CH:3]=[C:4]([CH:8]=[CH:9][C:10]=1[OH:11])[C:5]([OH:7])=O.C(Cl)CCl.C1C=CC2N(O)N=NC=2C=1.CCN(C(C)C)C(C)C.[C:35]1([CH2:41][CH2:42][CH2:43][CH2:44][CH2:45][CH2:46][CH2:47][CH2:48][NH2:49])[CH:40]=[CH:39][CH:38]=[CH:37][CH:36]=1, predict the reaction product. The product is: [C:35]1([CH2:41][CH2:42][CH2:43][CH2:44][CH2:45][CH2:46][CH2:47][CH2:48][NH:49][C:5](=[O:7])[C:4]2[CH:8]=[CH:9][C:10]([OH:11])=[C:2]([I:1])[CH:3]=2)[CH:40]=[CH:39][CH:38]=[CH:37][CH:36]=1. (4) Given the reactants [Cl:1][C:2]1[CH:9]=[C:8](F)[CH:7]=[CH:6][C:3]=1C#N.[Br:11][C:12]1[CH:17]=[CH:16][C:15]([OH:18])=[CH:14][C:13]=1[CH:19]1[O:23][CH2:22][CH2:21][O:20]1.C(=O)([O-])[O-].[K+].[K+].C(OCC)(=O)C.O.C[N:38]([CH3:41])C=O, predict the reaction product. The product is: [Br:11][C:12]1[CH:17]=[CH:16][C:15]([O:18][C:3]2[CH:6]=[CH:7][C:8]([C:41]#[N:38])=[CH:9][C:2]=2[Cl:1])=[CH:14][C:13]=1[CH:19]1[O:20][CH2:21][CH2:22][O:23]1. (5) Given the reactants [NH:1]1[C:5]2=[N:6][CH:7]=[CH:8][CH:9]=[C:4]2[C:3]([C:10]([NH:12][NH:13][C:14]([NH:16][C:17]2[CH:22]=[CH:21][CH:20]=[CH:19][CH:18]=2)=S)=[O:11])=[CH:2]1, predict the reaction product. The product is: [C:17]1([NH:16][C:14]2[O:11][C:10]([C:3]3[C:4]4[C:5](=[N:6][CH:7]=[CH:8][CH:9]=4)[NH:1][CH:2]=3)=[N:12][N:13]=2)[CH:22]=[CH:21][CH:20]=[CH:19][CH:18]=1. (6) Given the reactants [N:1]1[C:10]2[C:5](=[CH:6][CH:7]=[C:8](B(O)O)[CH:9]=2)[CH:4]=[CH:3][CH:2]=1.[C:14](=[O:17])(O)[O-:15].[Na+].[C:19]1([CH3:25])[CH:24]=[CH:23][CH:22]=[CH:21][CH:20]=1.[Cl-:26].[Li+], predict the reaction product. The product is: [Cl:26][C:21]1[CH:20]=[C:19]2[C:24](=[CH:23][CH:22]=1)[N:1]([CH2:10][C:14]([OH:15])=[O:17])[C:2]([CH3:3])=[C:25]2[C:9]1[CH:8]=[CH:7][CH:6]=[C:5]2[C:10]=1[N:1]=[CH:2][CH:3]=[CH:4]2. (7) Given the reactants [NH2:1][C:2]1[CH:7]=[CH:6][C:5]([C:8]2([C:11]#[N:12])[CH2:10][CH2:9]2)=[CH:4][CH:3]=1.[CH3:13][O:14][C:15]1[CH:16]=[C:17]([CH:21]=[CH:22][C:23]=1[O:24][CH3:25])[C:18](Cl)=[O:19].C(N(CC)CC)C, predict the reaction product. The product is: [C:11]([C:8]1([C:5]2[CH:4]=[CH:3][C:2]([NH:1][C:18](=[O:19])[C:17]3[CH:21]=[CH:22][C:23]([O:24][CH3:25])=[C:15]([O:14][CH3:13])[CH:16]=3)=[CH:7][CH:6]=2)[CH2:9][CH2:10]1)#[N:12]. (8) Given the reactants Cl[CH2:2][C:3]1[CH:8]=[CH:7][CH:6]=[C:5]([S:9][CH:10]2[CH2:14][CH2:13][CH2:12][CH2:11]2)[N:4]=1.C([O:17][C:18](=[O:30])[CH2:19][CH2:20][C:21]1[CH:26]=[CH:25][C:24]([OH:27])=[C:23]([O:28][CH3:29])[CH:22]=1)C, predict the reaction product. The product is: [CH:10]1([S:9][C:5]2[N:4]=[C:3]([CH2:2][O:27][C:24]3[CH:25]=[CH:26][C:21]([CH2:20][CH2:19][C:18]([OH:30])=[O:17])=[CH:22][C:23]=3[O:28][CH3:29])[CH:8]=[CH:7][CH:6]=2)[CH2:14][CH2:13][CH2:12][CH2:11]1.